From a dataset of Full USPTO retrosynthesis dataset with 1.9M reactions from patents (1976-2016). Predict the reactants needed to synthesize the given product. (1) The reactants are: [Si:1]([O:18][CH2:19][CH2:20][CH2:21][CH2:22][CH2:23][NH:24][CH:25]([CH3:27])[CH3:26])([C:14]([CH3:17])([CH3:16])[CH3:15])([C:8]1[CH:13]=[CH:12][CH:11]=[CH:10][CH:9]=1)[C:2]1[CH:7]=[CH:6][CH:5]=[CH:4][CH:3]=1.[C:28](O)(=[O:35])[CH2:29][CH2:30][CH2:31][CH2:32][CH2:33][CH3:34]. Given the product [Si:1]([O:18][CH2:19][CH2:20][CH2:21][CH2:22][CH2:23][N:24]([CH:25]([CH3:27])[CH3:26])[C:28](=[O:35])[CH2:29][CH2:30][CH2:31][CH2:32][CH2:33][CH3:34])([C:14]([CH3:16])([CH3:17])[CH3:15])([C:8]1[CH:9]=[CH:10][CH:11]=[CH:12][CH:13]=1)[C:2]1[CH:3]=[CH:4][CH:5]=[CH:6][CH:7]=1, predict the reactants needed to synthesize it. (2) Given the product [CH3:30][S:31]([C:34]1[CH:39]=[CH:38][C:37]([C:7]2[CH2:12][CH2:11][CH:10]([O:13][CH2:14][CH:15]3[CH2:20][CH2:19][N:18]([C:21]([O:23][C:24]([CH3:26])([CH3:25])[CH3:27])=[O:22])[CH2:17][CH2:16]3)[CH2:9][CH:8]=2)=[CH:36][CH:35]=1)(=[O:33])=[O:32], predict the reactants needed to synthesize it. The reactants are: FC(F)(F)S(O[C:7]1[CH2:12][CH2:11][CH:10]([O:13][CH2:14][CH:15]2[CH2:20][CH2:19][N:18]([C:21]([O:23][C:24]([CH3:27])([CH3:26])[CH3:25])=[O:22])[CH2:17][CH2:16]2)[CH2:9][CH:8]=1)(=O)=O.[CH3:30][S:31]([C:34]1[CH:39]=[CH:38][C:37](B(O)O)=[CH:36][CH:35]=1)(=[O:33])=[O:32].C(=O)([O-])[O-].[Na+].[Na+]. (3) Given the product [Cl:33][C:34]1[CH:39]=[CH:38][C:37]([C:3]2[C:8](=[O:9])[N:7]3[CH:10]=[CH:11][CH:12]=[CH:13][C:6]3=[N:5][C:4]=2[CH2:14][CH2:15][CH3:16])=[CH:36][CH:35]=1, predict the reactants needed to synthesize it. The reactants are: Br.Br[C:3]1[C:8](=[O:9])[N:7]2[CH:10]=[CH:11][CH:12]=[CH:13][C:6]2=[N:5][C:4]=1[CH2:14][CH2:15][CH3:16].BrC1C(=O)N2C=CC=CC2=NC=1CCCC.[Cl:33][C:34]1[CH:39]=[CH:38][C:37](B(O)O)=[CH:36][CH:35]=1.COC1C=CC(B(O)O)=CC=1. (4) Given the product [Cl:1][C:2]1[CH:3]=[CH:4][C:5]([O:21][CH2:22][CH:23]([CH2:26][CH3:27])[CH2:24][CH3:25])=[C:6]([CH:20]=1)[CH2:7][N:8]1[C:12]2=[CH:13][N:14]=[C:15]([C:17]([OH:18])=[O:28])[CH:16]=[C:11]2[CH:10]=[N:9]1, predict the reactants needed to synthesize it. The reactants are: [Cl:1][C:2]1[CH:3]=[CH:4][C:5]([O:21][CH2:22][CH:23]([CH2:26][CH3:27])[CH2:24][CH3:25])=[C:6]([CH:20]=1)[CH2:7][N:8]1[C:12]2=[CH:13][N:14]=[C:15]([C:17](N)=[O:18])[CH:16]=[C:11]2[CH:10]=[N:9]1.[O:28]1CCOCC1. (5) Given the product [CH2:1]([O:3][C:4]([N:6]1[CH2:15][CH:14]([CH3:16])[C:13]2[C:12]3[CH2:17][CH2:18][CH:19]([C:20]([F:22])([F:23])[F:21])[C:11]=3[S:10][C:9]=2[CH2:8][CH2:7]1)=[O:5])[CH3:2], predict the reactants needed to synthesize it. The reactants are: [CH2:1]([O:3][C:4]([N:6]1[CH2:15][CH:14]([CH3:16])[C:13]2[C:12]3[C:17](=O)[CH2:18][CH:19]([C:20]([F:23])([F:22])[F:21])[C:11]=3[S:10][C:9]=2[CH2:8][CH2:7]1)=[O:5])[CH3:2].[BH4-].[Na+].Cl.Cl[Sn]Cl. (6) Given the product [I:17][C:18]1[CH:26]=[CH:25][CH:24]=[CH:23][C:19]=1[C:20]([N:12]1[C:6]2[C:7](=[N:8][C:3]([O:2][CH3:1])=[CH:4][CH:5]=2)[C:9]([CH:30]=[O:31])=[CH:10]1)=[O:21], predict the reactants needed to synthesize it. The reactants are: [CH3:1][O:2][C:3]1[N:8]=[C:7]([CH2:9][C:10]#N)[C:6]([N+:12]([O-])=O)=[CH:5][CH:4]=1.[H-].[Na+].[I:17][C:18]1[CH:26]=[CH:25][CH:24]=[CH:23][C:19]=1[C:20](Cl)=[O:21].CN([CH:30]=[O:31])C. (7) Given the product [Cl:1][C:2]1[C:7]([Cl:8])=[CH:6][CH:5]=[CH:4][C:3]=1[NH:9][C:10]([NH:17][CH2:16][C:15]1[C:14]([C:13]([F:23])([F:12])[F:22])=[N:21][CH:20]=[CH:19][CH:18]=1)=[S:11], predict the reactants needed to synthesize it. The reactants are: [Cl:1][C:2]1[C:7]([Cl:8])=[CH:6][CH:5]=[CH:4][C:3]=1[N:9]=[C:10]=[S:11].[F:12][C:13]([F:23])([F:22])[C:14]1[N:21]=[CH:20][CH:19]=[CH:18][C:15]=1[C:16]#[N:17]. (8) Given the product [Cl:27][C:24]1[N:25]=[CH:26][C:21]([NH:20][C:17]([C:3]2[CH:4]=[N:5][N:6]([C:7]3[CH:12]=[CH:11][C:10]([C:13]([F:16])([F:15])[F:14])=[CH:9][N:8]=3)[C:2]=2[CH3:1])=[O:18])=[CH:22][C:23]=1[C:28]#[N:29], predict the reactants needed to synthesize it. The reactants are: [CH3:1][C:2]1[N:6]([C:7]2[CH:12]=[CH:11][C:10]([C:13]([F:16])([F:15])[F:14])=[CH:9][N:8]=2)[N:5]=[CH:4][C:3]=1[C:17](Cl)=[O:18].[NH2:20][C:21]1[CH:22]=[C:23]([C:28]#[N:29])[C:24]([Cl:27])=[N:25][CH:26]=1.O.